This data is from Forward reaction prediction with 1.9M reactions from USPTO patents (1976-2016). The task is: Predict the product of the given reaction. (1) The product is: [CH:1]([C:5]1([CH:11]([C:12]#[N:13])[C:14]#[N:15])[CH2:10][CH2:9][CH2:8][CH2:7][CH2:6]1)=[CH2:2]. Given the reactants [CH:1]([Mg]Br)=[CH2:2].[C:5]1(=[C:11]([C:14]#[N:15])[C:12]#[N:13])[CH2:10][CH2:9][CH2:8][CH2:7][CH2:6]1, predict the reaction product. (2) Given the reactants [ClH:1].Cl.[NH2:3][CH2:4][CH2:5][C:6]1[N:10]=[CH:9][NH:8][CH:7]=1.[OH-].[Na+].[CH:13](=O)[CH:14]([CH3:16])[CH3:15].Cl, predict the reaction product. The product is: [ClH:1].[CH:14]([CH:16]1[C:7]2[N:8]=[CH:9][NH:10][C:6]=2[CH2:5][CH2:4][NH:3]1)([CH3:15])[CH3:13]. (3) Given the reactants [Cl:1][C:2]1[CH:7]=[CH:6][C:5]([C:8]#[C:9][Si](C)(C)C)=[C:4]([CH:14]2[CH2:19][CH2:18][CH2:17][CH2:16][CH2:15]2)[CH:3]=1.[F-].C([N+](CCCC)(CCCC)CCCC)CCC.O, predict the reaction product. The product is: [Cl:1][C:2]1[CH:7]=[CH:6][C:5]([C:8]#[CH:9])=[C:4]([CH:14]2[CH2:19][CH2:18][CH2:17][CH2:16][CH2:15]2)[CH:3]=1. (4) Given the reactants [F:1][C:2]1[CH:7]=[CH:6][C:5]([CH3:8])=[CH:4][C:3]=1[NH:9][C:10]([NH:12][C:13]1[CH:43]=[CH:42][C:16]([O:17][C:18]2[CH:23]=[CH:22][N:21]=[C:20]([C:24]3[NH:28][CH:27]=[C:26]([C:29]([NH:31][CH2:32][CH2:33][NH:34]C(=O)OC(C)(C)C)=[O:30])[CH:25]=3)[CH:19]=2)=[CH:15][CH:14]=1)=[O:11].FC(F)(F)C(O)=O, predict the reaction product. The product is: [NH2:34][CH2:33][CH2:32][NH:31][C:29]([C:26]1[CH:25]=[C:24]([C:20]2[CH:19]=[C:18]([O:17][C:16]3[CH:42]=[CH:43][C:13]([NH:12][C:10]([NH:9][C:3]4[CH:4]=[C:5]([CH3:8])[CH:6]=[CH:7][C:2]=4[F:1])=[O:11])=[CH:14][CH:15]=3)[CH:23]=[CH:22][N:21]=2)[NH:28][CH:27]=1)=[O:30]. (5) Given the reactants [CH2:1]([N:3]1[CH2:7][CH2:6][C@@H:5]([CH2:8][CH2:9][NH2:10])[CH2:4]1)[CH3:2].C(N1CC[C@H](CC#N)C1)C, predict the reaction product. The product is: [CH2:1]([N:3]1[CH2:7][CH2:6][C@H:5]([CH2:8][CH2:9][NH2:10])[CH2:4]1)[CH3:2]. (6) The product is: [NH:1]1[CH:5]=[CH:4][C:3]([C:6]2[NH:7][C:8]3[C:13]([CH:14]=2)=[CH:12][C:11]([C:15]([O:17][CH3:18])=[O:16])=[CH:10][CH:9]=3)=[N:2]1. Given the reactants [NH:1]1[CH:5]=[CH:4][C:3]([C:6]2[NH:7][C:8]3[C:13]([CH:14]=2)=[CH:12][C:11]([C:15]([OH:17])=[O:16])=[CH:10][CH:9]=3)=[N:2]1.[CH3:18]O, predict the reaction product. (7) Given the reactants [F:1][C:2]1[CH:7]=[CH:6][C:5]([N:8]2[C:12](=[O:13])[CH2:11][CH:10]([C:14](OC)=[O:15])[CH2:9]2)=[CH:4][CH:3]=1.[BH4-].[Na+].C1COCC1, predict the reaction product. The product is: [F:1][C:2]1[CH:7]=[CH:6][C:5]([N:8]2[CH2:9][CH:10]([CH2:14][OH:15])[CH2:11][C:12]2=[O:13])=[CH:4][CH:3]=1.